Dataset: Full USPTO retrosynthesis dataset with 1.9M reactions from patents (1976-2016). Task: Predict the reactants needed to synthesize the given product. (1) Given the product [C:1]([O:5][C:6]([NH:8][C:9]1[N:14]=[C:13]([CH2:15][CH2:16][N:17]([C:25]2[CH:30]=[CH:29][C:28]([NH:31][C:32]([C:34]3[C:35]([N:46]4[CH2:47][CH2:48][CH:43]([CH3:42])[CH2:44][CH2:45]4)=[N:36][C:37]([CH3:40])=[CH:38][CH:39]=3)=[O:33])=[CH:27][CH:26]=2)[C:18](=[O:24])[O:19][C:20]([CH3:23])([CH3:22])[CH3:21])[CH:12]=[CH:11][CH:10]=1)=[O:7])([CH3:4])([CH3:3])[CH3:2], predict the reactants needed to synthesize it. The reactants are: [C:1]([O:5][C:6]([NH:8][C:9]1[N:14]=[C:13]([CH2:15][CH2:16][N:17]([C:25]2[CH:30]=[CH:29][C:28]([NH:31][C:32]([C:34]3[C:35](Cl)=[N:36][C:37]([CH3:40])=[CH:38][CH:39]=3)=[O:33])=[CH:27][CH:26]=2)[C:18](=[O:24])[O:19][C:20]([CH3:23])([CH3:22])[CH3:21])[CH:12]=[CH:11][CH:10]=1)=[O:7])([CH3:4])([CH3:3])[CH3:2].[CH3:42][CH:43]1[CH2:48][CH2:47][NH:46][CH2:45][CH2:44]1. (2) Given the product [Cl:23][C:17]1[CH:18]=[N:19][N:20]([CH3:21])[C:16]=1[CH2:15][C:14]([NH:13][CH2:12][C:3]1[CH:4]=[CH:5][CH:6]=[C:7]([C:8]([F:10])([F:11])[F:9])[C:2]=1[Cl:1])=[O:22], predict the reactants needed to synthesize it. The reactants are: [Cl:1][C:2]1[C:7]([C:8]([F:11])([F:10])[F:9])=[CH:6][CH:5]=[CH:4][C:3]=1[CH2:12][NH:13][C:14](=[O:22])[CH2:15][C:16]1[N:20]([CH3:21])[N:19]=[CH:18][CH:17]=1.[Cl:23]N1C(=O)CCC1=O.ClCCl.